From a dataset of Catalyst prediction with 721,799 reactions and 888 catalyst types from USPTO. Predict which catalyst facilitates the given reaction. (1) Reactant: [CH2:1]([C:5]1[N:6]=[C:7]([C:12]2[CH:17]=[CH:16][C:15]([C:18]([F:21])([F:20])[F:19])=[CH:14][CH:13]=2)[S:8][C:9]=1[CH2:10]Cl)[CH2:2][CH2:3][CH3:4].C(=O)([O-])[O-].[Cs+].[Cs+].[OH:28][C:29]1[CH:34]=[CH:33][C:32]([CH2:35][C:36]([O:38][CH3:39])=[O:37])=[CH:31][CH:30]=1.O. Product: [CH3:39][O:38][C:36](=[O:37])[CH2:35][C:32]1[CH:33]=[CH:34][C:29]([O:28][CH2:10][C:9]2[S:8][C:7]([C:12]3[CH:17]=[CH:16][C:15]([C:18]([F:21])([F:20])[F:19])=[CH:14][CH:13]=3)=[N:6][C:5]=2[CH2:1][CH2:2][CH2:3][CH3:4])=[CH:30][CH:31]=1. The catalyst class is: 3. (2) Reactant: C(O)(=O)C.Cl.[NH2:6][C@H:7]1[C:15]2[C:10](=[CH:11][C:12]([C:17]([O:19][CH3:20])=[O:18])=[C:13]([F:16])[CH:14]=2)[CH2:9][CH2:8]1.[CH3:21][C:22]([CH3:24])=O.[BH4-].[Na+]. Product: [F:16][C:13]1[CH:14]=[C:15]2[C:10]([CH2:9][CH2:8][C@H:7]2[NH:6][CH:22]([CH3:24])[CH3:21])=[CH:11][C:12]=1[C:17]([O:19][CH3:20])=[O:18]. The catalyst class is: 5. (3) Reactant: [C:1]12[CH:24]=[C:22]3[N:23]=[C:19]([CH:20]=[CH:21]3)[CH:18]=[C:16]3[NH:17][C:13]([CH:14]=[CH:15]3)=[CH:12][C:10]3=[N:11][C:7]([CH:8]=[CH:9]3)=[CH:6][C:4]([NH:5]1)=[CH:3][CH:2]=2.C1C(=O)N(Cl)C(=O)C1. Product: [C:1]12[CH:24]=[C:22]3[N:23]=[C:19]([CH:20]=[CH:21]3)[CH:18]=[C:16]3[NH:17][C:13]([CH:14]=[CH:15]3)=[CH:12][C:10]3=[N:11][C:7]([CH:8]=[CH:9]3)=[CH:6][C:4]([NH:5]1)=[CH:3][CH:2]=2. The catalyst class is: 500. (4) Reactant: [CH3:1][C:2]1[C:10]2[C:9]([CH2:11][N:12]3[C:16]4[CH:17]=[CH:18][CH:19]=[CH:20][C:15]=4[NH:14][C:13]3=[O:21])=[CH:8][S:7][C:6]=2[CH:5]=[CH:4][CH:3]=1.[OH-].C([N+](C)(C)C)[C:24]1[CH:29]=[CH:28][CH:27]=[CH:26][CH:25]=1.C([O-])([O-])=[O:35].[K+].[K+].[CH3:40][C:41](N(C)C)=[O:42]. Product: [CH2:41]([O:42][C:24](=[O:35])[CH2:29][CH:28]([N:14]1[C:15]2[CH:20]=[CH:19][CH:18]=[CH:17][C:16]=2[N:12]([CH2:11][C:9]2[C:10]3[C:2]([CH3:1])=[CH:3][CH:4]=[CH:5][C:6]=3[S:7][CH:8]=2)[C:13]1=[O:21])[CH2:27][CH2:26][CH3:25])[CH3:40]. The catalyst class is: 125. (5) Reactant: [Br:1]Br.[F:3][C:4]1[CH:5]=[CH:6][C:7]2[C@@:13]3([CH3:19])[N:14]=[C:15]([NH2:18])[S:16][CH2:17][C@H:12]3[CH2:11][O:10][C:8]=2[CH:9]=1.[OH-].[Na+].O.C(=O)(O)[O-].[Na+]. Product: [Br:1][C:5]1[C:4]([F:3])=[CH:9][C:8]2[O:10][CH2:11][C@@H:12]3[CH2:17][S:16][C:15]([NH2:18])=[N:14][C@:13]3([CH3:19])[C:7]=2[CH:6]=1. The catalyst class is: 15. (6) Reactant: O=S(Cl)[Cl:3].[CH3:5][O:6][CH2:7][CH2:8][O:9][CH2:10][CH2:11][O:12][CH2:13][CH2:14][O:15][CH2:16][CH2:17][O:18][CH2:19][CH2:20][O:21][CH2:22][CH2:23][O:24][CH2:25][CH2:26]O.N1C=CC=CC=1. The catalyst class is: 22. Product: [Cl:3][CH2:26][CH2:25][O:24][CH2:23][CH2:22][O:21][CH2:20][CH2:19][O:18][CH2:17][CH2:16][O:15][CH2:14][CH2:13][O:12][CH2:11][CH2:10][O:9][CH2:8][CH2:7][O:6][CH3:5].